Dataset: Catalyst prediction with 721,799 reactions and 888 catalyst types from USPTO. Task: Predict which catalyst facilitates the given reaction. (1) Reactant: [S:1]1[CH2:5][C:4](=[O:6])[NH:3][C:2]1=[O:7].Br[CH2:9][C:10]1[CH:19]=[CH:18][C:13]([C:14]([O:16][CH3:17])=[O:15])=[CH:12][CH:11]=1.C(=O)([O-])[O-].[K+].[K+].CN(C)C=O. Product: [CH3:17][O:16][C:14]([C:13]1[CH:18]=[CH:19][C:10]([CH2:9][N:3]2[C:4](=[O:6])[CH2:5][S:1][C:2]2=[O:7])=[CH:11][CH:12]=1)=[O:15]. The catalyst class is: 6. (2) Reactant: [Si:1]([O:8][C@H:9]([C:33]1[CH:34]=[N:35][CH:36]=[CH:37][CH:38]=1)[C@H:10]1[CH2:14][CH2:13][C@@H:12]([CH2:15][C:16]2[CH:21]=[CH:20][C:19]([C:22]([O:24][CH3:25])=[O:23])=[CH:18][CH:17]=2)[N:11]1[C:26]([O:28][C:29]([CH3:32])([CH3:31])[CH3:30])=[O:27])([C:4]([CH3:7])([CH3:6])[CH3:5])([CH3:3])[CH3:2].C1C=C(Cl)C=C(C(OO)=[O:47])C=1. Product: [Si:1]([O:8][C@H:9]([C:33]1[CH:34]=[N+:35]([O-:47])[CH:36]=[CH:37][CH:38]=1)[C@H:10]1[CH2:14][CH2:13][C@@H:12]([CH2:15][C:16]2[CH:21]=[CH:20][C:19]([C:22]([O:24][CH3:25])=[O:23])=[CH:18][CH:17]=2)[N:11]1[C:26]([O:28][C:29]([CH3:31])([CH3:30])[CH3:32])=[O:27])([C:4]([CH3:5])([CH3:6])[CH3:7])([CH3:2])[CH3:3]. The catalyst class is: 2.